From a dataset of Forward reaction prediction with 1.9M reactions from USPTO patents (1976-2016). Predict the product of the given reaction. Given the reactants [CH3:1][C:2]1([CH2:7][CH2:8][CH2:9][CH2:10][N:11]2[CH:15]=[CH:14][C:13]([NH2:16])=[N:12]2)[O:6]CCO1.[Cl:17][C:18]1[CH:23]=[CH:22][CH:21]=[C:20]([F:24])[C:19]=1/[CH:25]=[CH:26]/[C:27](O)=[O:28], predict the reaction product. The product is: [Cl:17][C:18]1[CH:23]=[CH:22][CH:21]=[C:20]([F:24])[C:19]=1/[CH:25]=[CH:26]/[C:27]([NH:16][C:13]1[CH:14]=[CH:15][N:11]([CH2:10][CH2:9][CH2:8][CH2:7][C:2](=[O:6])[CH3:1])[N:12]=1)=[O:28].